Regression. Given two drug SMILES strings and cell line genomic features, predict the synergy score measuring deviation from expected non-interaction effect. From a dataset of NCI-60 drug combinations with 297,098 pairs across 59 cell lines. Drug 1: C(=O)(N)NO. Drug 2: C1=NNC2=C1C(=O)NC=N2. Cell line: BT-549. Synergy scores: CSS=4.67, Synergy_ZIP=-2.99, Synergy_Bliss=-0.510, Synergy_Loewe=1.23, Synergy_HSA=0.605.